From a dataset of Catalyst prediction with 721,799 reactions and 888 catalyst types from USPTO. Predict which catalyst facilitates the given reaction. (1) Reactant: [NH2:1][C:2]1[CH:29]=[CH:28][C:5]([CH2:6][N:7]2[CH2:12][CH2:11][CH:10]([NH:13][C:14]([C:16]3[O:17][C:18]4[C:23]([C:24](=[O:26])[CH:25]=3)=[CH:22][CH:21]=[C:20]([F:27])[CH:19]=4)=[O:15])[CH2:9][CH2:8]2)=[CH:4][C:3]=1[F:30].[N:31]1([CH2:37][CH2:38][C:39](O)=[O:40])[CH2:36][CH2:35][CH2:34][CH2:33][CH2:32]1.CCN=C=NCCCN(C)C.C1C=CC2N(O)N=NC=2C=1.CN1CCOCC1. Product: [F:27][C:20]1[CH:19]=[C:18]2[C:23]([C:24](=[O:26])[CH:25]=[C:16]([C:14]([NH:13][CH:10]3[CH2:11][CH2:12][N:7]([CH2:6][C:5]4[CH:28]=[CH:29][C:2]([NH:1][C:39](=[O:40])[CH2:38][CH2:37][N:31]5[CH2:36][CH2:35][CH2:34][CH2:33][CH2:32]5)=[C:3]([F:30])[CH:4]=4)[CH2:8][CH2:9]3)=[O:15])[O:17]2)=[CH:22][CH:21]=1. The catalyst class is: 3. (2) Reactant: [NH2:1][C:2]1[C:3]([OH:18])=[C:4]([C:9]2[CH:14]=[CH:13][CH:12]=[C:11]([C:15]([OH:17])=[O:16])[CH:10]=2)[CH:5]=[C:6]([F:8])[CH:7]=1.[N:19]([O-])=O.[Na+].[CH3:23][C:24]1[CH2:25][C:26](=[O:39])[N:27]([C:29]2[CH:38]=[CH:37][C:36]3[CH2:35][CH2:34][CH2:33][CH2:32][C:31]=3[CH:30]=2)[N:28]=1.C(=O)(O)[O-].[Na+]. Product: [F:8][C:6]1[CH:7]=[C:2]([NH:1][N:19]=[C:25]2[C:26](=[O:39])[N:27]([C:29]3[CH:38]=[CH:37][C:36]4[CH2:35][CH2:34][CH2:33][CH2:32][C:31]=4[CH:30]=3)[N:28]=[C:24]2[CH3:23])[C:3]([OH:18])=[C:4]([C:9]2[CH:14]=[CH:13][CH:12]=[C:11]([C:15]([OH:17])=[O:16])[CH:10]=2)[CH:5]=1. The catalyst class is: 502. (3) Reactant: [Li]CCCC.C(NC(C)C)(C)C.[CH2:13]([O:20][CH2:21][CH:22]1[CH2:25][C:24](=[O:26])[CH2:23]1)[C:14]1[CH:19]=[CH:18][CH:17]=[CH:16][CH:15]=1.C(=O)=O.CC(C)=O.[CH3:34][Si:35](Cl)([CH3:37])[CH3:36]. Product: [CH2:13]([O:20][CH2:21][CH:22]1[CH2:25][C:24]([O:26][Si:35]([CH3:37])([CH3:36])[CH3:34])=[CH:23]1)[C:14]1[CH:19]=[CH:18][CH:17]=[CH:16][CH:15]=1. The catalyst class is: 1. (4) Reactant: [N+:1]([O-:7])([O:3][CH2:4][CH2:5][OH:6])=[O:2].[C:8]([NH:15][C@H:16]([C:20](O)=[O:21])[CH:17]([CH3:19])[CH3:18])([O:10][C:11]([CH3:14])([CH3:13])[CH3:12])=[O:9].C1CCC(N=C=NC2CCCCC2)CC1. Product: [C:8]([NH:15][C@H:16]([C:20]([O:6][CH2:5][CH2:4][O:3][N+:1]([O-:7])=[O:2])=[O:21])[CH:17]([CH3:18])[CH3:19])([O:10][C:11]([CH3:12])([CH3:14])[CH3:13])=[O:9]. The catalyst class is: 166. (5) Reactant: Br[C:2]1[CH:7]=[C:6]([C:8]([F:11])([F:10])[F:9])[CH:5]=[CH:4][C:3]=1/[CH:12]=[CH:13]/[C:14]([NH:16][C:17]1[CH:18]=[C:19]2[C:23](=[CH:24][CH:25]=1)[NH:22][CH:21]=[CH:20]2)=[O:15].[CH3:26][O:27][C:28]1[CH:33]=[CH:32][C:31](B(O)O)=[CH:30][N:29]=1.C1(P(C2C=CC=CC=2)C2C=CC=CC=2)C=CC=CC=1.C(O)C. Product: [NH:22]1[C:23]2[C:19](=[CH:18][C:17]([NH:16][C:14](=[O:15])/[CH:13]=[CH:12]/[C:3]3[CH:4]=[CH:5][C:6]([C:8]([F:11])([F:10])[F:9])=[CH:7][C:2]=3[C:31]3[CH:30]=[N:29][C:28]([O:27][CH3:26])=[CH:33][CH:32]=3)=[CH:25][CH:24]=2)[CH:20]=[CH:21]1. The catalyst class is: 101. (6) Reactant: [Cl:1][C:2]1[C:3]([C:18]2[S:22][C:21]([CH2:23][C:24]([O:26]C)=O)=[CH:20][CH:19]=2)=[N:4][C:5]2[C:10]([C:11]=1[C:12]1[CH:17]=[CH:16][CH:15]=[CH:14][CH:13]=1)=[CH:9][CH:8]=[CH:7][CH:6]=2.[NH3:28]. Product: [Cl:1][C:2]1[C:3]([C:18]2[S:22][C:21]([CH2:23][C:24]([NH2:28])=[O:26])=[CH:20][CH:19]=2)=[N:4][C:5]2[C:10]([C:11]=1[C:12]1[CH:17]=[CH:16][CH:15]=[CH:14][CH:13]=1)=[CH:9][CH:8]=[CH:7][CH:6]=2. The catalyst class is: 275. (7) Reactant: [ClH:1].[F:2][C:3]1[C:4]([O:9][CH:10]2[CH2:15][CH2:14][N:13](C(OC(C)(C)C)=O)[CH2:12][CH2:11]2)=[N:5][CH:6]=[CH:7][CH:8]=1. Product: [ClH:1].[ClH:1].[F:2][C:3]1[C:4]([O:9][CH:10]2[CH2:15][CH2:14][NH:13][CH2:12][CH2:11]2)=[N:5][CH:6]=[CH:7][CH:8]=1. The catalyst class is: 8. (8) Reactant: [F-].C([N+](CCCC)(CCCC)CCCC)CCC.[Si]([O:26][C@@H:27]([CH3:48])[C@H:28]([N:37]1[CH:45]=[N:44][C:43]2[C:38]1=[N:39][CH:40]=[N:41][C:42]=2[O:46][CH3:47])[CH2:29][CH2:30][C:31]1[CH:36]=[CH:35][CH:34]=[CH:33][CH:32]=1)(C(C)(C)C)(C)C.ClCCl.CO. Product: [CH3:47][O:46][C:42]1[N:41]=[CH:40][N:39]=[C:38]2[C:43]=1[N:44]=[CH:45][N:37]2[C@H:28]([CH2:29][CH2:30][C:31]1[CH:36]=[CH:35][CH:34]=[CH:33][CH:32]=1)[C@@H:27]([OH:26])[CH3:48]. The catalyst class is: 7.